Dataset: Catalyst prediction with 721,799 reactions and 888 catalyst types from USPTO. Task: Predict which catalyst facilitates the given reaction. Reactant: [CH3:1][C:2]([CH3:4])=[O:3].[O:5]1[C:10]2[CH:11]=[CH:12][CH:13]=[CH:14][C:9]=2[CH:8]=[CH:7][NH:6]1. Product: [O:5]1[C:10]2[CH:11]=[CH:12][CH:13]=[CH:14][C:9]=2[CH:8]=[CH:7][NH:6]1.[CH3:1][C:2](=[O:3])[CH2:4][CH3:7]. The catalyst class is: 131.